From a dataset of Forward reaction prediction with 1.9M reactions from USPTO patents (1976-2016). Predict the product of the given reaction. (1) The product is: [CH3:1][O:2][C:3]1[CH:12]=[C:11]2[C:6]([CH:7]=[CH:8][CH:9]=[C:10]2[CH2:13][CH2:14][NH:15][C:16](=[O:18])[CH3:17])=[CH:5][CH:4]=1. Given the reactants [CH3:1][O:2][C:3]1[CH:12]=[C:11]2[C:6]([CH:7]=[CH:8][CH:9]=[C:10]2[CH2:13][CH2:14][NH2:15])=[CH:5][CH:4]=1.[C:16]([O-])(=[O:18])[CH3:17].[Na+].C(O)C.C(OC(=O)C)(=O)C, predict the reaction product. (2) Given the reactants [F:1][C:2]([F:15])([F:14])[O:3][C:4]1[CH:13]=[CH:12][C:7]2[N:8]=[C:9]([NH2:11])[S:10][C:6]=2[CH:5]=1.[C:16]1([CH3:25])[CH:21]=[CH:20][C:19]([C:22](Cl)=[O:23])=[CH:18][CH:17]=1.C[O:27][C:28]1[CH:37]=CC2N=C(N)SC=2C=1.ClC1C=C(C=CC=1)C(Cl)=[O:43], predict the reaction product. The product is: [CH3:25][C:16]1[CH:21]=[CH:20][C:19]([C:22]([N:11]=[C:9]2[N:8]([CH2:37][C:28]([OH:27])=[O:43])[C:7]3[CH:12]=[CH:13][C:4]([O:3][C:2]([F:1])([F:14])[F:15])=[CH:5][C:6]=3[S:10]2)=[O:23])=[CH:18][CH:17]=1. (3) Given the reactants [Br:1][C:2]1[CH:3]=[CH:4][C:5]2[C:11]3[S:12][C:13]([C:15](=[N:24][NH2:25])[NH:16][C:17]4[CH:22]=[CH:21][CH:20]=[CH:19][C:18]=4[Cl:23])=[CH:14][C:10]=3[CH2:9][CH2:8][O:7][C:6]=2[CH:26]=1.[C:27](C1NC=CN=1)(C1NC=CN=1)=[O:28].C(=O)(O)[O-].[Na+], predict the reaction product. The product is: [Br:1][C:2]1[CH:3]=[CH:4][C:5]2[C:11]3[S:12][C:13]([C:15]4[N:16]([C:17]5[CH:22]=[CH:21][CH:20]=[CH:19][C:18]=5[Cl:23])[C:27](=[O:28])[NH:25][N:24]=4)=[CH:14][C:10]=3[CH2:9][CH2:8][O:7][C:6]=2[CH:26]=1. (4) Given the reactants [Cl:1][C:2]1[N:10]=[C:9]2[C:5]([NH:6][CH:7]=[N:8]2)=[C:4]([Cl:11])[N:3]=1.CC1C=CC(S(O)(=O)=O)=CC=1.[O:23]1[CH:28]=[CH:27][CH2:26][CH2:25][CH2:24]1, predict the reaction product. The product is: [Cl:1][C:2]1[N:10]=[C:9]2[C:5]([N:6]=[CH:7][N:8]2[CH:24]2[CH2:25][CH2:26][CH2:27][CH2:28][O:23]2)=[C:4]([Cl:11])[N:3]=1.